The task is: Predict the reactants needed to synthesize the given product.. This data is from Full USPTO retrosynthesis dataset with 1.9M reactions from patents (1976-2016). (1) Given the product [Cl:18][C:19]1[C:38]([Cl:39])=[CH:37][C:22]2[N:23]([C@@H:26]3[CH2:36][CH2:35][C@@H:29]([OH:30])[C@@H:28]([OH:32])[CH2:27]3)[CH:24]=[N:25][C:21]=2[CH:20]=1, predict the reactants needed to synthesize it. The reactants are: C1(C)C=CC(S([O-])(=O)=O)=CC=1.[NH+]1C=CC=CC=1.[Cl:18][C:19]1[C:38]([Cl:39])=[CH:37][C:22]2[N:23]([CH:26]3[CH2:36][CH2:35][CH:29]4[O:30]C(C)(C)[O:32][CH:28]4[CH2:27]3)[CH:24]=[N:25][C:21]=2[CH:20]=1. (2) Given the product [N:18]1([CH2:23][CH2:24][NH:25][C:26]([C:28]2[C:32]([CH3:33])=[C:31]([CH:34]=[C:10]3[C:9]4[C:13](=[CH:14][CH:15]=[CH:16][C:8]=4[C:5]4[CH:4]=[CH:3][C:2]([Cl:1])=[CH:7][CH:6]=4)[NH:12][C:11]3=[O:17])[NH:30][C:29]=2[CH3:36])=[O:27])[CH:22]=[CH:21][N:20]=[N:19]1, predict the reactants needed to synthesize it. The reactants are: [Cl:1][C:2]1[CH:7]=[CH:6][C:5]([C:8]2[CH:16]=[CH:15][CH:14]=[C:13]3[C:9]=2[CH2:10][C:11](=[O:17])[NH:12]3)=[CH:4][CH:3]=1.[N:18]1([CH2:23][CH2:24][NH:25][C:26]([C:28]2[C:32]([CH3:33])=[C:31]([CH:34]=O)[NH:30][C:29]=2[CH3:36])=[O:27])[CH:22]=[CH:21][N:20]=[N:19]1. (3) Given the product [C:15]([N:14]1[C:11]2[CH:12]=[CH:13][C:8]([C:5]3[CH:4]=[N:3][C:2]([NH2:1])=[N:7][CH:6]=3)=[CH:9][C:10]=2[N:19]=[C:29]1[C:28]1[CH:31]=[C:32]([O:35][CH3:36])[CH:33]=[CH:34][C:27]=1[C:23]1[S:22][C:21]([CH3:20])=[N:25][C:24]=1[CH3:26])([CH3:16])([CH3:18])[CH3:17], predict the reactants needed to synthesize it. The reactants are: [NH2:1][C:2]1[N:7]=[CH:6][C:5]([C:8]2[CH:9]=[C:10]([NH2:19])[C:11]([NH:14][C:15]([CH3:18])([CH3:17])[CH3:16])=[CH:12][CH:13]=2)=[CH:4][N:3]=1.[CH3:20][C:21]1[S:22][C:23]([C:27]2[CH:34]=[CH:33][C:32]([O:35][CH3:36])=[CH:31][C:28]=2[CH:29]=O)=[C:24]([CH3:26])[N:25]=1.OOS([O-])=O.[K+].S([O-])([O-])(=O)=S.[Na+].[Na+]. (4) Given the product [Cl:1][C:2]1[CH:3]=[C:4]([O:9][C:10]2[CH:11]=[CH:12][C:13]([N:16]3[C:22](=[O:24])[C@H:20]([CH3:21])[NH:19][C:17]3=[O:18])=[CH:14][CH:15]=2)[CH:5]=[CH:6][C:7]=1[F:8], predict the reactants needed to synthesize it. The reactants are: [Cl:1][C:2]1[CH:3]=[C:4]([O:9][C:10]2[CH:15]=[CH:14][C:13]([NH:16][C:17]([NH:19][C@H:20]([C:22]([OH:24])=O)[CH3:21])=[O:18])=[CH:12][CH:11]=2)[CH:5]=[CH:6][C:7]=1[F:8].C(=O)([O-])[O-].[Na+].[Na+]. (5) Given the product [CH2:8]([O:7][C:5]([C:1]1[S:27][C:25]([C:22]2[CH:23]=[CH:24][C:19]([C:18]([F:28])([F:17])[F:29])=[CH:20][CH:21]=2)=[N:26][CH:2]=1)=[O:6])[CH3:9], predict the reactants needed to synthesize it. The reactants are: [CH3:1][CH2:2][O-].[Na+].[CH:5]([O:7][CH2:8][CH3:9])=[O:6].C(OC(=O)CCl)C.[F:17][C:18]([F:29])([F:28])[C:19]1[CH:24]=[CH:23][C:22]([C:25](=[S:27])[NH2:26])=[CH:21][CH:20]=1. (6) Given the product [C:5]([N:12]1[CH2:17][C@@H:16]([CH3:18])[NH:15][CH2:14][C@@H:13]1[CH2:19][CH3:20])([O:7][C:8]([CH3:11])([CH3:10])[CH3:9])=[O:6], predict the reactants needed to synthesize it. The reactants are: C(O)(=O)C.[C:5]([N:12]1[CH2:17][C@@H:16]([CH3:18])[NH:15][CH2:14][C@@H:13]1[CH2:19][CH3:20])([O:7][C:8]([CH3:11])([CH3:10])[CH3:9])=[O:6].C(N(CC)CC)C. (7) The reactants are: [CH3:1][N:2]([CH3:10])[CH2:3][CH2:4][CH2:5][CH2:6][CH2:7][CH2:8][OH:9].[H-].[Na+].[CH3:13][O:14][C:15]1[CH:22]=[CH:21][CH:20]=[CH:19][C:16]=1[CH2:17]Cl. Given the product [CH3:13][O:14][C:15]1[CH:22]=[CH:21][CH:20]=[CH:19][C:16]=1[CH2:17][O:9][CH2:8][CH2:7][CH2:6][CH2:5][CH2:4][CH2:3][N:2]([CH3:10])[CH3:1], predict the reactants needed to synthesize it. (8) Given the product [CH2:1]([N:5]([C:6]1[CH:11]=[CH:10][C:9]([C:12]([OH:21])([C:17]([F:18])([F:19])[F:20])[C:13]([F:15])([F:14])[F:16])=[CH:8][CH:7]=1)[C:24]([N:23]([CH3:27])[CH3:22])=[S:25])[CH2:2][CH2:3][CH3:4], predict the reactants needed to synthesize it. The reactants are: [CH2:1]([NH:5][C:6]1[CH:11]=[CH:10][C:9]([C:12]([OH:21])([C:17]([F:20])([F:19])[F:18])[C:13]([F:16])([F:15])[F:14])=[CH:8][CH:7]=1)[CH2:2][CH2:3][CH3:4].[CH3:22][N:23]([CH3:27])[C:24](Cl)=[S:25]. (9) Given the product [ClH:30].[CH2:15]1[C:16]2([C:21](=[O:22])[NH:20][CH2:19][NH:18]2)[CH2:17][NH:14]1, predict the reactants needed to synthesize it. The reactants are: C([N:14]1[CH2:17][C:16]2([C:21](=[O:22])[N:20]=[CH:19][N:18]2CC2C=CC=CC=2)[CH2:15]1)(C1C=CC=CC=1)C1C=CC=CC=1.[ClH:30]. (10) Given the product [OH:1][C:2]1[C:3]([CH3:18])=[C:4]2[C:9](=[C:10]([CH3:13])[C:11]=1[CH3:12])[O:8][C:7]([CH3:17])([C:14]([NH:38][CH2:37][C:32]1[CH:33]=[CH:34][CH:35]=[CH:36][N:31]=1)=[O:16])[CH2:6][CH2:5]2, predict the reactants needed to synthesize it. The reactants are: [OH:1][C:2]1[C:3]([CH3:18])=[C:4]2[C:9](=[C:10]([CH3:13])[C:11]=1[CH3:12])[O:8][C:7]([CH3:17])([C:14]([OH:16])=O)[CH2:6][CH2:5]2.C1N=CN(C(N2C=NC=C2)=O)C=1.[N:31]1[CH:36]=[CH:35][CH:34]=[CH:33][C:32]=1[CH2:37][NH2:38].